Dataset: Catalyst prediction with 721,799 reactions and 888 catalyst types from USPTO. Task: Predict which catalyst facilitates the given reaction. (1) Reactant: B.O1CCCC1.[N+:7]([C:10]1[CH:11]=[C:12]([CH:16]=[CH:17][C:18]=1[N+:19]([O-:21])=[O:20])[C:13](O)=[O:14])([O-:9])=[O:8]. Product: [N+:7]([C:10]1[CH:11]=[C:12]([CH2:13][OH:14])[CH:16]=[CH:17][C:18]=1[N+:19]([O-:21])=[O:20])([O-:9])=[O:8]. The catalyst class is: 7. (2) Reactant: C[O:2][C:3](=[O:16])[CH:4]([O:6][C:7]1[CH:15]=[CH:14][CH:13]=[C:12]2[C:8]=1[CH:9]=[CH:10][NH:11]2)[CH3:5].O1CCOCC1.[OH-].[Na+].Cl. Product: [CH3:5][CH:4]([O:6][C:7]1[CH:15]=[CH:14][CH:13]=[C:12]2[C:8]=1[CH:9]=[CH:10][NH:11]2)[C:3]([OH:16])=[O:2]. The catalyst class is: 5.